From a dataset of Full USPTO retrosynthesis dataset with 1.9M reactions from patents (1976-2016). Predict the reactants needed to synthesize the given product. Given the product [O:25]=[S:9]1(=[O:26])[CH2:10][C:11]2[CH:16]=[C:15]([CH2:17][C:18]([O:20][C:21]([CH3:23])([CH3:22])[CH3:24])=[O:19])[CH:14]=[CH:13][C:12]=2[NH:8]1, predict the reactants needed to synthesize it. The reactants are: C([N:8]1[C:12]2[CH:13]=[CH:14][C:15]([CH2:17][C:18]([O:20][C:21]([CH3:24])([CH3:23])[CH3:22])=[O:19])=[CH:16][C:11]=2[CH2:10][S:9]1(=[O:26])=[O:25])C1C=CC=CC=1.